This data is from Catalyst prediction with 721,799 reactions and 888 catalyst types from USPTO. The task is: Predict which catalyst facilitates the given reaction. (1) Reactant: [NH2:1][C:2]1[N:6]([C:7]2[CH:12]=[CH:11][CH:10]=[C:9]([N+:13]([O-:15])=[O:14])[CH:8]=2)[N:5]=[C:4]([CH2:16][CH3:17])[C:3]=1[C:18]([OH:20])=O.N1C=CC=N1.O=S(Cl)Cl.Cl.[NH2:31][CH2:32][C:33]([C:35]1[CH:40]=[CH:39][CH:38]=[CH:37][CH:36]=1)=O.C(N(CC)CC)C. Product: [CH2:16]([C:4]1[C:3]2[C:18](=[O:20])[NH:31][CH2:32][C:33]([C:35]3[CH:40]=[CH:39][CH:38]=[CH:37][CH:36]=3)=[N:1][C:2]=2[N:6]([C:7]2[CH:12]=[CH:11][CH:10]=[C:9]([N+:13]([O-:15])=[O:14])[CH:8]=2)[N:5]=1)[CH3:17]. The catalyst class is: 4. (2) Reactant: [C:1]([N:9]1[C@@H:13]([CH3:14])[C:12](=[O:15])OC1=O)(=[O:8])[C:2]1[CH:7]=[CH:6][CH:5]=[CH:4][CH:3]=1.[C:17]1([CH3:26])[CH:22]=[CH:21][C:20]([C@@H:23]([NH2:25])[CH3:24])=[CH:19][CH:18]=1.CN1CCOCC1.Cl. The catalyst class is: 13. Product: [C:17]1([CH3:26])[CH:22]=[CH:21][C:20]([C@@H:23]([NH:25][C:12](=[O:15])[C@H:13]([CH3:14])[NH:9][C:1](=[O:8])[C:2]2[CH:3]=[CH:4][CH:5]=[CH:6][CH:7]=2)[CH3:24])=[CH:19][CH:18]=1. (3) Reactant: [NH2:1][C:2]1[N:10]=[CH:9][CH:8]=[CH:7][C:3]=1[C:4]([OH:6])=[O:5].[CH2:11](O)[CH3:12].S(=O)(=O)(O)O.C(=O)([O-])[O-].[Na+].[Na+]. Product: [NH2:1][C:2]1[N:10]=[CH:9][CH:8]=[CH:7][C:3]=1[C:4]([O:6][CH2:11][CH3:12])=[O:5]. The catalyst class is: 6. (4) Reactant: [NH3:1].[F:2][C:3]([F:26])([F:25])[C:4]1[CH:5]=[C:6]([N:10]2[CH2:15][CH2:14][CH:13]([CH2:16][CH2:17][N:18]3[C:22](=[O:23])[CH2:21][O:20][C:19]3=[O:24])[CH2:12][CH2:11]2)[CH:7]=[CH:8][CH:9]=1.O1CCCC1. Product: [F:25][C:3]([F:26])([F:2])[C:4]1[CH:5]=[C:6]([N:10]2[CH2:15][CH2:14][CH:13]([CH2:16][CH2:17][NH:18][C:19](=[O:24])[O:20][CH2:21][C:22]([NH2:1])=[O:23])[CH2:12][CH2:11]2)[CH:7]=[CH:8][CH:9]=1. The catalyst class is: 5. (5) Reactant: [CH:1]([C:4]1[CH:12]=[C:11]([CH:13]([CH3:15])[CH3:14])[CH:10]=[C:9]([CH:16]([CH3:18])[CH3:17])[C:5]=1[C:6]([OH:8])=[O:7])([CH3:3])[CH3:2].C(=O)([O-])O.[Na+:23].C(C(C)=O)C(C)C. Product: [CH:1]([C:4]1[CH:12]=[C:11]([CH:13]([CH3:15])[CH3:14])[CH:10]=[C:9]([CH:16]([CH3:18])[CH3:17])[C:5]=1[C:6]([O-:8])=[O:7])([CH3:3])[CH3:2].[Na+:23]. The catalyst class is: 6.